From a dataset of Catalyst prediction with 721,799 reactions and 888 catalyst types from USPTO. Predict which catalyst facilitates the given reaction. (1) Reactant: [F:1][C:2]1[CH:3]=[C:4]([CH2:15][C:16]([OH:18])=O)[CH:5]=[CH:6][C:7]=1[C:8]1[CH:13]=[CH:12][N:11]=[C:10]([F:14])[CH:9]=1.[N:19]1[CH:24]=[CH:23][N:22]=[CH:21][C:20]=1[C:25]1[CH:26]=[CH:27][C:28]([NH2:31])=[N:29][CH:30]=1.CCN(C(C)C)C(C)C.F[P-](F)(F)(F)(F)F.N1(OC(N(C)C)=[N+](C)C)C2N=CC=CC=2N=N1. Product: [F:1][C:2]1[CH:3]=[C:4]([CH2:15][C:16]([NH:31][C:28]2[CH:27]=[CH:26][C:25]([C:20]3[CH:21]=[N:22][CH:23]=[CH:24][N:19]=3)=[CH:30][N:29]=2)=[O:18])[CH:5]=[CH:6][C:7]=1[C:8]1[CH:13]=[CH:12][N:11]=[C:10]([F:14])[CH:9]=1. The catalyst class is: 3. (2) Product: [Br:1][C:2]1[CH:11]=[CH:10][C:9]2[O:8][C@@H:7]3[CH2:12][CH:13]([O:17][CH2:18][CH3:19])[O:14][C@H:15]([CH3:16])[C@H:6]3[C:5](=[O:20])[C:4]=2[CH:3]=1. Reactant: [Br:1][C:2]1[CH:11]=[CH:10][C:9]2[O:8][C@@H:7]3[CH2:12][C@H:13]([O:17][CH2:18][CH3:19])[O:14][C:15]([CH3:16])=[C:6]3[C:5](=[O:20])[C:4]=2[CH:3]=1.CC(C[AlH]CC(C)C)C. The catalyst class is: 1. (3) Reactant: [CH3:1][C:2]1([CH3:22])[O:7][C:6]2[CH:8]=[CH:9][C:10]([C:12]3[CH:13]=[C:14]([CH2:18][N:19]([CH3:21])[CH3:20])[CH:15]=[CH:16][CH:17]=3)=[N:11][C:5]=2[NH:4][CH2:3]1.C(N(CC)CC)C.ClC(Cl)(O[C:34](=[O:40])OC(Cl)(Cl)Cl)Cl.[N:42]1[CH:47]=[CH:46][CH:45]=[C:44]([NH2:48])[CH:43]=1. Product: [CH3:21][N:19]([CH2:18][C:14]1[CH:13]=[C:12]([C:10]2[CH:9]=[CH:8][C:6]3[O:7][C:2]([CH3:22])([CH3:1])[CH2:3][N:4]([C:34]([NH:48][C:44]4[CH:43]=[N:42][CH:47]=[CH:46][CH:45]=4)=[O:40])[C:5]=3[N:11]=2)[CH:17]=[CH:16][CH:15]=1)[CH3:20]. The catalyst class is: 1. (4) Reactant: O.[OH-].[Li+].C[O:5][C:6](=[O:28])[C:7]1[CH:12]=[CH:11][C:10](/[CH:13]=[CH:14]/[C:15]2[N:16]([CH3:27])[N:17]=[N:18][C:19]=2[C:20]2[CH:25]=[CH:24][C:23]([F:26])=[CH:22][CH:21]=2)=[N:9][CH:8]=1. Product: [F:26][C:23]1[CH:24]=[CH:25][C:20]([C:19]2[N:18]=[N:17][N:16]([CH3:27])[C:15]=2/[CH:14]=[CH:13]/[C:10]2[CH:11]=[CH:12][C:7]([C:6]([OH:28])=[O:5])=[CH:8][N:9]=2)=[CH:21][CH:22]=1. The catalyst class is: 776. (5) Reactant: Cl.[Br:2][C:3]1[CH:4]=[C:5]([CH:9]=[CH:10][CH:11]=1)[C:6]([NH2:8])=[NH:7].[F:12][C:13]([F:25])([F:24])[C:14](=O)[CH2:15][C:16](=O)[C:17]([O:19]CC)=[O:18].[O-]CC.[Na+]. The catalyst class is: 8. Product: [Br:2][C:3]1[CH:4]=[C:5]([C:6]2[N:8]=[C:16]([C:17]([OH:19])=[O:18])[CH:15]=[C:14]([C:13]([F:25])([F:24])[F:12])[N:7]=2)[CH:9]=[CH:10][CH:11]=1. (6) Reactant: Cl.Cl[CH2:3][C:4]1[N:5]=[C:6]([CH2:9][N:10]2[CH2:15][CH2:14][N:13]([CH3:16])[CH2:12][CH2:11]2)[S:7][CH:8]=1.[Cl:17][C:18]1[CH:19]=[C:20]([NH:25][C:26]2[C:35]3[C:30](=[CH:31][C:32]([OH:38])=[C:33]([O:36][CH3:37])[CH:34]=3)[N:29]=[CH:28][N:27]=2)[CH:21]=[CH:22][C:23]=1[Cl:24].C(=O)([O-])[O-].[K+].[K+]. Product: [Cl:17][C:18]1[CH:19]=[C:20]([NH:25][C:26]2[C:35]3[C:30](=[CH:31][C:32]([O:38][CH2:3][C:4]4[N:5]=[C:6]([CH2:9][N:10]5[CH2:15][CH2:14][N:13]([CH3:16])[CH2:12][CH2:11]5)[S:7][CH:8]=4)=[C:33]([O:36][CH3:37])[CH:34]=3)[N:29]=[CH:28][N:27]=2)[CH:21]=[CH:22][C:23]=1[Cl:24]. The catalyst class is: 3. (7) Reactant: [CH3:1][O:2][C:3]1[CH:8]=[CH:7][CH:6]=[CH:5][C:4]=1[N:9]=[C:10]=[O:11].Cl.[NH2:13][CH2:14][C:15]1[CH:23]=[CH:22][CH:21]=[C:20]2[C:16]=1[C:17](=[O:33])[N:18]([CH:25]1[CH2:30][CH2:29][C:28](=[O:31])[NH:27][C:26]1=[O:32])[C:19]2=[O:24].C(N(CC)CC)C. Product: [O:32]=[C:26]1[CH:25]([N:18]2[C:17](=[O:33])[C:16]3[C:20](=[CH:21][CH:22]=[CH:23][C:15]=3[CH2:14][NH:13][C:10]([NH:9][C:4]3[CH:5]=[CH:6][CH:7]=[CH:8][C:3]=3[O:2][CH3:1])=[O:11])[C:19]2=[O:24])[CH2:30][CH2:29][C:28](=[O:31])[NH:27]1. The catalyst class is: 1.